From a dataset of Full USPTO retrosynthesis dataset with 1.9M reactions from patents (1976-2016). Predict the reactants needed to synthesize the given product. (1) Given the product [Br:1][C:2]1[CH:3]=[C:4]([CH:18]=[CH:19][CH:20]=1)[CH2:5][CH:6]1[C:10]2[NH:11][C:12]([C:14]([OH:16])=[O:15])=[CH:13][C:9]=2[CH2:8][CH2:7]1, predict the reactants needed to synthesize it. The reactants are: [Br:1][C:2]1[CH:3]=[C:4]([CH:18]=[CH:19][CH:20]=1)[CH2:5][CH:6]1[C:10]2[NH:11][C:12]([C:14]([O:16]C)=[O:15])=[CH:13][C:9]=2[CH2:8][CH2:7]1.[OH-].[Li+].CO. (2) Given the product [CH:49]([O:51][C:3](=[O:2])[C:4]1[CH:9]=[CH:8][C:7]([CH:44]2[CH2:47][O:46][CH2:45]2)=[C:6]([O:13][CH2:14][CH2:15][C:16]2[CH:17]=[C:18]([CH3:22])[CH:19]=[CH:20][CH:21]=2)[CH:5]=1)([CH3:50])[CH3:48], predict the reactants needed to synthesize it. The reactants are: C[O:2][C:3](=O)[C:4]1[CH:9]=[CH:8][C:7](B(O)O)=[C:6]([O:13][CH2:14][CH2:15][C:16]2[CH:17]=[C:18]([CH3:22])[CH:19]=[CH:20][CH:21]=2)[CH:5]=1.C[Si]([N-][Si](C)(C)C)(C)C.[Na+].Cl.N[C@@H]1CCCC[C@H]1O.I[CH:44]1[CH2:47][O:46][CH2:45]1.[CH3:48][CH:49]([OH:51])[CH3:50]. (3) Given the product [Br:18][C:19]1[CH:24]=[C:23]([C:12]2[C:11]3[C:6]([C:5]4[CH:4]=[CH:3][CH:2]=[CH:1][C:14]=4[CH:13]=2)=[CH:7][CH:8]=[CH:9][CH:10]=3)[CH:22]=[CH:21][CH:20]=1, predict the reactants needed to synthesize it. The reactants are: [CH:1]1[C:14]2[CH:13]=[C:12](B(O)O)[C:11]3[C:6](=[CH:7][CH:8]=[CH:9][CH:10]=3)[C:5]=2[CH:4]=[CH:3][CH:2]=1.[Br:18][C:19]1[CH:20]=[C:21](I)[CH:22]=[CH:23][CH:24]=1. (4) Given the product [CH3:1][N:2]1[N:6]=[N:5][C:4]([C:7]2[NH:8][C:9]3[C:14]([C:15]=2[C:16]2[CH:23]=[CH:22][C:19]([CH:20]=[N:25][OH:26])=[CH:18][CH:17]=2)=[CH:13][CH:12]=[CH:11][CH:10]=3)=[N:3]1, predict the reactants needed to synthesize it. The reactants are: [CH3:1][N:2]1[N:6]=[N:5][C:4]([C:7]2[NH:8][C:9]3[C:14]([C:15]=2[C:16]2[CH:23]=[CH:22][C:19]([CH:20]=O)=[CH:18][CH:17]=2)=[CH:13][CH:12]=[CH:11][CH:10]=3)=[N:3]1.Cl.[NH2:25][OH:26].N1C=CC=CC=1. (5) Given the product [F:1][C:2]1[CH:7]=[C:6]([F:8])[CH:5]=[CH:4][C:3]=1[CH2:9][CH2:10][CH:11]1[CH2:16][N:15]2[C:17]([C:20]3[CH:21]=[C:22]([CH:27]=[CH:28][C:29]=3[CH3:30])[C:23]([OH:25])=[O:24])=[N:18][N:19]=[C:14]2[CH2:13][CH2:12]1, predict the reactants needed to synthesize it. The reactants are: [F:1][C:2]1[CH:7]=[C:6]([F:8])[CH:5]=[CH:4][C:3]=1[CH2:9][CH2:10][CH:11]1[CH2:16][N:15]2[C:17]([C:20]3[CH:21]=[C:22]([CH:27]=[CH:28][C:29]=3[CH3:30])[C:23]([O:25]C)=[O:24])=[N:18][N:19]=[C:14]2[CH2:13][CH2:12]1.[OH-].[Na+].Cl. (6) Given the product [CH:1]1([CH2:7][NH:8][C:9]([C:11]2[C:12]([C:18]([F:21])([F:20])[F:19])=[N:13][C:14]([NH:33][C:24]3[CH:25]=[CH:26][CH:27]=[C:28]([C:29]([F:30])([F:31])[F:32])[C:23]=3[F:22])=[N:15][CH:16]=2)=[O:10])[CH2:6][CH2:5][CH2:4][CH2:3][CH2:2]1, predict the reactants needed to synthesize it. The reactants are: [CH:1]1([CH2:7][NH:8][C:9]([C:11]2[C:12]([C:18]([F:21])([F:20])[F:19])=[N:13][C:14](Cl)=[N:15][CH:16]=2)=[O:10])[CH2:6][CH2:5][CH2:4][CH2:3][CH2:2]1.[F:22][C:23]1[C:28]([C:29]([F:32])([F:31])[F:30])=[CH:27][CH:26]=[CH:25][C:24]=1[NH2:33].